Dataset: Catalyst prediction with 721,799 reactions and 888 catalyst types from USPTO. Task: Predict which catalyst facilitates the given reaction. (1) Reactant: [N:1]1[CH:6]=[CH:5][CH:4]=[C:3]([N:7]2[CH2:13][C:12]3[CH:14]=[CH:15][C:16]([C:18]([O:20]C)=O)=[CH:17][C:11]=3[O:10][CH2:9][CH2:8]2)[CH:2]=1.[NH2:22][OH:23].[OH-].[Na+]. Product: [OH:23][NH:22][C:18]([C:16]1[CH:15]=[CH:14][C:12]2[CH2:13][N:7]([C:3]3[CH:2]=[N:1][CH:6]=[CH:5][CH:4]=3)[CH2:8][CH2:9][O:10][C:11]=2[CH:17]=1)=[O:20]. The catalyst class is: 36. (2) Reactant: [P:1]([Cl:5])(Cl)([Cl:3])=[O:2].[C:6]1([OH:12])[CH:11]=[CH:10][CH:9]=[CH:8][CH:7]=1. Product: [C:6]1([O:12][P:1]([Cl:5])([Cl:3])=[O:2])[CH:11]=[CH:10][CH:9]=[CH:8][CH:7]=1. The catalyst class is: 6.